The task is: Predict which catalyst facilitates the given reaction.. This data is from Catalyst prediction with 721,799 reactions and 888 catalyst types from USPTO. (1) Reactant: Cl[C:2]1[C:3]([O:16][CH2:17][CH:18]2[CH2:23][CH2:22][CH2:21][CH2:20][CH:19]2[CH3:24])=[CH:4][C:5]([F:15])=[C:6]([CH:14]=1)[C:7]([O:9][C:10]([CH3:13])([CH3:12])[CH3:11])=[O:8].[CH:25]1(B(O)O)[CH2:27][CH2:26]1.P([O-])([O-])([O-])=O.[K+].[K+].[K+].F[B-](F)(F)F.C1(P(C2CCCCC2)C2CCCCC2)CCCCC1. Product: [CH:25]1([C:2]2[C:3]([O:16][CH2:17][CH:18]3[CH2:23][CH2:22][CH2:21][CH2:20][CH:19]3[CH3:24])=[CH:4][C:5]([F:15])=[C:6]([CH:14]=2)[C:7]([O:9][C:10]([CH3:13])([CH3:12])[CH3:11])=[O:8])[CH2:27][CH2:26]1. The catalyst class is: 498. (2) Reactant: [NH:1]1[C:9]2[CH:8]=[CH:7][CH:6]=[C:5]([C:10]([OH:12])=[O:11])[C:4]=2[CH:3]=[CH:2]1.C([Li])CCC.CCCCCC.[CH2:24]([N:28]([CH2:32][CH2:33][CH2:34][CH3:35])[C:29](Cl)=[O:30])[CH2:25][CH2:26][CH3:27]. Product: [CH2:24]([N:28]([CH2:32][CH2:33][CH2:34][CH3:35])[C:29]([N:1]1[C:9]2[CH:8]=[CH:7][CH:6]=[C:5]([C:10]([OH:12])=[O:11])[C:4]=2[CH:3]=[CH:2]1)=[O:30])[CH2:25][CH2:26][CH3:27]. The catalyst class is: 7.